From a dataset of Full USPTO retrosynthesis dataset with 1.9M reactions from patents (1976-2016). Predict the reactants needed to synthesize the given product. (1) The reactants are: FC(F)(F)C1C=CNN=1.C(=O)([O-])[O-].[K+].[K+].[Cl:16][C:17]1[C:26]2[C:21](=[CH:22][CH:23]=[CH:24][CH:25]=2)[N:20]=[C:19]([C:27]2[CH:32]=[CH:31][C:30](F)=[CH:29][CH:28]=2)[CH:18]=1. Given the product [Cl:16][C:17]1[C:26]2[C:21](=[CH:22][CH:23]=[CH:24][CH:25]=2)[N:20]=[C:19]([C:27]2[CH:32]=[CH:31][CH:30]=[CH:29][CH:28]=2)[CH:18]=1, predict the reactants needed to synthesize it. (2) Given the product [N:3]1[CH:4]=[C:5]2[C:9]([N:8]=[CH:7][NH:6]2)=[N:10][CH:2]=1, predict the reactants needed to synthesize it. The reactants are: Cl[C:2]1[N:10]=[C:9]2[C:5]([NH:6][CH:7]=[N:8]2)=[C:4](Cl)[N:3]=1.C(OCC)(=O)C.O1C=CCCC1. (3) Given the product [Br:20][C:18]1[C:17]2[C:12](=[CH:13][CH:14]=[CH:15][CH:16]=2)[C:11]([O:21][CH2:22][CH2:23][O:24][C:25]2[CH:26]=[CH:27][C:28]([F:31])=[CH:29][CH:30]=2)=[C:10]([C:8]([NH:7][C:4]([CH3:6])([CH3:5])[C:3]([OH:32])=[O:2])=[O:9])[CH:19]=1, predict the reactants needed to synthesize it. The reactants are: C[O:2][C:3](=[O:32])[C:4]([NH:7][C:8]([C:10]1[CH:19]=[C:18]([Br:20])[C:17]2[C:12](=[CH:13][CH:14]=[CH:15][CH:16]=2)[C:11]=1[O:21][CH2:22][CH2:23][O:24][C:25]1[CH:30]=[CH:29][C:28]([F:31])=[CH:27][CH:26]=1)=[O:9])([CH3:6])[CH3:5].Cl. (4) The reactants are: C(OC1(CC2C=CC(OC)=CC=2O)C2C(=CC=C(C)C=2)N(CCCC(C)C)C1=O)(=O)C1C=CC=CC=1.[C:37]([O:45][CH:46]1[C:54]2[C:49](=[CH:50][CH:51]=[C:52]([Cl:55])[CH:53]=2)[N:48]([CH2:56][CH2:57][C:58]2[CH:63]=[CH:62][CH:61]=[CH:60][CH:59]=2)[C:47]1=[O:64])(=[O:44])[C:38]1[CH:43]=[CH:42][CH:41]=[CH:40][CH:39]=1.C(=O)([O:71][C:72]1[CH:77]=[CH:76][C:75]([O:78][CH3:79])=[CH:74][C:73]=1[CH2:80]O)OC(C)(C)C. Given the product [C:37]([O:45][C:46]1([CH2:80][C:73]2[CH:74]=[C:75]([O:78][CH3:79])[CH:76]=[CH:77][C:72]=2[OH:71])[C:54]2[C:49](=[CH:50][CH:51]=[C:52]([Cl:55])[CH:53]=2)[N:48]([CH2:56][CH2:57][C:58]2[CH:59]=[CH:60][CH:61]=[CH:62][CH:63]=2)[C:47]1=[O:64])(=[O:44])[C:38]1[CH:43]=[CH:42][CH:41]=[CH:40][CH:39]=1, predict the reactants needed to synthesize it. (5) Given the product [O:1]1[CH2:6][CH2:5][CH2:4][CH:3]([C:7]2[C:8]([O:13][C:14]3[CH:20]=[CH:19][C:17]([NH:18][C:22]4[CH:27]=[CH:26][CH:25]=[CH:24][N:23]=4)=[CH:16][CH:15]=3)=[N:9][CH:10]=[CH:11][N:12]=2)[CH2:2]1, predict the reactants needed to synthesize it. The reactants are: [O:1]1[CH2:6][CH2:5][CH2:4][CH:3]([C:7]2[C:8]([O:13][C:14]3[CH:20]=[CH:19][C:17]([NH2:18])=[CH:16][CH:15]=3)=[N:9][CH:10]=[CH:11][N:12]=2)[CH2:2]1.Cl[C:22]1[CH:27]=[CH:26][CH:25]=[CH:24][N:23]=1. (6) Given the product [O:26]1[CH2:27][CH2:28][CH:23]([CH2:22][O:1][C:2]2[CH:3]=[C:4]([C:8]3[CH:9]=[C:10]4[C:15](=[N:16][CH:17]=3)[N:14]([C:18]([NH2:20])=[O:19])[CH2:13][CH2:12][CH2:11]4)[CH:5]=[N:6][CH:7]=2)[CH2:24][CH2:25]1, predict the reactants needed to synthesize it. The reactants are: [OH:1][C:2]1[CH:3]=[C:4]([C:8]2[CH:9]=[C:10]3[C:15](=[N:16][CH:17]=2)[N:14]([C:18]([NH2:20])=[O:19])[CH2:13][CH2:12][CH2:11]3)[CH:5]=[N:6][CH:7]=1.Br[CH2:22][CH:23]1[CH2:28][CH2:27][O:26][CH2:25][CH2:24]1.C(=O)([O-])[O-].[Cs+].[Cs+].O. (7) Given the product [ClH:1].[CH3:21][N:22]([CH3:37])[CH2:23][CH2:24][N:25]([CH3:36])[C:26]1[S:27][C:28]2[CH:34]=[C:33]([NH:35][C:18]([C:15]3[CH:14]=[CH:13][C:12]([C:3]4[CH:4]=[CH:5][C:6]([O:8][CH:9]([CH3:10])[CH3:11])=[CH:7][C:2]=4[Cl:1])=[CH:17][CH:16]=3)=[O:20])[CH:32]=[CH:31][C:29]=2[N:30]=1.[CH3:21][N:22]([CH3:37])[CH2:23][CH2:24][N:25]([CH3:36])[C:26]1[S:27][C:28]2[CH:34]=[C:33]([NH:35][C:18]([C:15]3[CH:16]=[CH:17][C:12]([C:3]4[CH:4]=[CH:5][C:6]([O:8][CH:9]([CH3:10])[CH3:11])=[CH:7][C:2]=4[Cl:1])=[CH:13][CH:14]=3)=[O:19])[CH:32]=[CH:31][C:29]=2[N:30]=1, predict the reactants needed to synthesize it. The reactants are: [Cl:1][C:2]1[CH:7]=[C:6]([O:8][CH:9]([CH3:11])[CH3:10])[CH:5]=[CH:4][C:3]=1[C:12]1[CH:17]=[CH:16][C:15]([C:18]([OH:20])=[O:19])=[CH:14][CH:13]=1.[CH3:21][N:22]([CH3:37])[CH2:23][CH2:24][N:25]([CH3:36])[C:26]1[S:27][C:28]2[CH:34]=[C:33]([NH2:35])[CH:32]=[CH:31][C:29]=2[N:30]=1. (8) Given the product [F:1][C:2]1[CH:3]=[CH:4][C:5]([C:8]2[O:9][C:10]3[CH:20]=[C:19]([N:21]([CH3:26])[S:22]([CH3:25])(=[O:23])=[O:24])[C:18]([C:37]4[CH:52]=[N:51][C:40]5[NH:41][CH:42]([C:46]6[S:47][CH:48]=[CH:49][CH:50]=6)[NH:43][C:44](=[O:45])[C:39]=5[CH:38]=4)=[CH:17][C:11]=3[C:12]=2[C:13]([NH:15][CH3:16])=[O:14])=[CH:6][CH:7]=1, predict the reactants needed to synthesize it. The reactants are: [F:1][C:2]1[CH:7]=[CH:6][C:5]([C:8]2[O:9][C:10]3[CH:20]=[C:19]([N:21]([CH3:26])[S:22]([CH3:25])(=[O:24])=[O:23])[C:18](B4OC(C)(C)C(C)(C)O4)=[CH:17][C:11]=3[C:12]=2[C:13]([NH:15][CH3:16])=[O:14])=[CH:4][CH:3]=1.Br[C:37]1[CH:52]=[N:51][C:40]2[NH:41][CH:42]([C:46]3[S:47][CH:48]=[CH:49][CH:50]=3)[NH:43][C:44](=[O:45])[C:39]=2[CH:38]=1. (9) Given the product [C:1]([O:5][C:6]([N:8]([CH2:18][C:19]1[CH:24]=[CH:23][C:22]([O:25][CH3:26])=[CH:21][C:20]=1[O:27][CH3:28])[CH:9]1[CH2:12][CH:11]([CH2:13][C:14]([OH:16])=[O:15])[CH2:10]1)=[O:7])([CH3:3])([CH3:2])[CH3:4], predict the reactants needed to synthesize it. The reactants are: [C:1]([O:5][C:6]([N:8]([CH2:18][C:19]1[CH:24]=[CH:23][C:22]([O:25][CH3:26])=[CH:21][C:20]=1[O:27][CH3:28])[CH:9]1[CH2:12][CH:11]([CH2:13][C:14]([O:16]C)=[O:15])[CH2:10]1)=[O:7])([CH3:4])([CH3:3])[CH3:2].C1COCC1.O.[OH-].[Na+].